Dataset: Reaction yield outcomes from USPTO patents with 853,638 reactions. Task: Predict the reaction yield, written as a fraction of the theoretical maximum amount of product (1.0 means a 100% yield; for example, 0.34 means a 34% yield). (1) The reactants are C[O:2][C:3](=[O:45])[CH:4]=[C:5]([C:7]1[CH:8]=[C:9]2[C:13](=[CH:14][CH:15]=1)[N:12](S(C1C=CC=CC=1)(=O)=O)[CH:11]=[C:10]2[C:25]1[CH:30]=[C:29]([C:31]([CH3:34])([CH3:33])[CH3:32])[CH:28]=[C:27]([C:35]([CH3:38])([CH3:37])[CH3:36])[C:26]=1[O:39][CH2:40][C:41]([F:44])([F:43])[F:42])[CH3:6].[OH-].[Na+]. The catalyst is CO.O1CCOCC1.Cl. The product is [C:35]([C:27]1[C:26]([O:39][CH2:40][C:41]([F:44])([F:42])[F:43])=[C:25]([C:10]2[C:9]3[C:13](=[CH:14][CH:15]=[C:7]([C:5]([CH3:6])=[CH:4][C:3]([OH:45])=[O:2])[CH:8]=3)[NH:12][CH:11]=2)[CH:30]=[C:29]([C:31]([CH3:33])([CH3:34])[CH3:32])[CH:28]=1)([CH3:36])([CH3:37])[CH3:38]. The yield is 0.530. (2) The reactants are [CH:1]([NH:4][C:5]([C@@H:7]1[CH2:12][CH2:11][C@H:10]([N:13]2[C:21]3[CH:20]=[C:19]([O:22][CH2:23][CH2:24][N:25]4[CH2:30][CH2:29][CH2:28][CH2:27][CH2:26]4)[N:18]=[CH:17][C:16]=3[NH:15]/[C:14]/2=[N:31]\C(C2C=CC3C=CSC=3C=2)=O)[CH2:9][CH2:8]1)=[O:6])([CH3:3])[CH3:2].[F:43][C:44]1[CH:52]=[CH:51][C:47]([C:48]([OH:50])=O)=[CH:46][C:45]=1[O:53][CH3:54]. No catalyst specified. The product is [F:43][C:44]1[CH:52]=[CH:51][C:47]([C:48](/[N:31]=[C:14]2/[N:13]([C@H:10]3[CH2:9][CH2:8][C@@H:7]([C:5](=[O:6])[NH:4][CH:1]([CH3:2])[CH3:3])[CH2:12][CH2:11]3)[C:21]3[CH:20]=[C:19]([O:22][CH2:23][CH2:24][N:25]4[CH2:30][CH2:29][CH2:28][CH2:27][CH2:26]4)[N:18]=[CH:17][C:16]=3[NH:15]/2)=[O:50])=[CH:46][C:45]=1[O:53][CH3:54]. The yield is 0.431.